This data is from Reaction yield outcomes from USPTO patents with 853,638 reactions. The task is: Predict the reaction yield, written as a fraction of the theoretical maximum amount of product (1.0 means a 100% yield; for example, 0.34 means a 34% yield). (1) The reactants are [Br:1][C:2]1[N:7]=[C:6]([CH2:8][OH:9])[CH:5]=[CH:4][CH:3]=1.C(N(C(C)C)CC)(C)C.[CH3:19][O:20][CH2:21]Cl. The catalyst is C(Cl)Cl. The product is [Br:1][C:2]1[CH:3]=[CH:4][CH:5]=[C:6]([CH2:8][O:9][CH2:19][O:20][CH3:21])[N:7]=1. The yield is 0.980. (2) The reactants are [Cl:1][C:2]1[C:3]([C:16]#[N:17])=[C:4]([N+:13]([O-:15])=[O:14])[C:5]([OH:12])=[C:6]([CH:11]=1)[C:7]([O:9][CH3:10])=[O:8].C(N(CC)CC)C.[F:25][C:26]([F:39])([F:38])[S:27](O[S:27]([C:26]([F:39])([F:38])[F:25])(=[O:29])=[O:28])(=[O:29])=[O:28]. The catalyst is C(Cl)Cl. The product is [Cl:1][C:2]1[C:3]([C:16]#[N:17])=[C:4]([N+:13]([O-:15])=[O:14])[C:5]([O:12][S:27]([C:26]([F:39])([F:38])[F:25])(=[O:29])=[O:28])=[C:6]([CH:11]=1)[C:7]([O:9][CH3:10])=[O:8]. The yield is 0.700. (3) The reactants are [OH:1][CH2:2][CH:3]1[CH:8]([N:9]2[C:17](=[O:18])[C:16]3[C:11](=[CH:12][CH:13]=[CH:14][CH:15]=3)[C:10]2=[O:19])[CH2:7][CH:6]2[CH2:20][CH:4]1[C:5]2([CH3:22])[CH3:21].[Cr](Cl)([O-])(=O)=O.[NH+]1C=CC=CC=1. The catalyst is ClCCl. The product is [O:19]=[C:10]1[C:11]2[C:16](=[CH:15][CH:14]=[CH:13][CH:12]=2)[C:17](=[O:18])[N:9]1[CH:8]1[CH2:7][CH:6]2[CH2:20][CH:4]([C:5]2([CH3:21])[CH3:22])[CH:3]1[CH:2]=[O:1]. The yield is 0.610. (4) The reactants are [CH2:1]([O:8][C:9]1[CH:10]=[C:11]([CH:27]=[CH:28][CH:29]=1)[CH2:12][O:13][C:14]1[C:19]2[CH:20]=[C:21]([C:23](=[O:25])[CH3:24])[O:22][C:18]=2[CH:17]=[C:16]([OH:26])[CH:15]=1)[C:2]1[CH:7]=[CH:6][CH:5]=[CH:4][CH:3]=1.[Cl:30]N1C(=O)CCC1=O. The catalyst is C(#N)C. The product is [CH2:1]([O:8][C:9]1[CH:10]=[C:11]([CH:27]=[CH:28][CH:29]=1)[CH2:12][O:13][C:14]1[C:19]2[CH:20]=[C:21]([C:23](=[O:25])[CH3:24])[O:22][C:18]=2[C:17]([Cl:30])=[C:16]([OH:26])[CH:15]=1)[C:2]1[CH:3]=[CH:4][CH:5]=[CH:6][CH:7]=1. The yield is 0.690. (5) The yield is 0.850. No catalyst specified. The product is [Cl:23][CH2:24][C:25]1[N:29]([CH2:30][C@@H:31]2[CH2:36][CH2:35][CH2:34][N:33]([C:37]([O:39][C:40]([CH3:43])([CH3:42])[CH3:41])=[O:38])[CH2:32]2)[C:28]2[CH:44]=[CH:45][CH:46]=[CH:47][C:27]=2[N:26]=1. The reactants are NC1C=CC=CC=1NC[C@@H]1CCCN(C(OC(C)(C)C)=O)C1.[Cl:23][CH2:24][C:25]1[N:29]([CH2:30][C@H:31]2[CH2:36][CH2:35][CH2:34][N:33]([C:37]([O:39][C:40]([CH3:43])([CH3:42])[CH3:41])=[O:38])[CH2:32]2)[C:28]2[CH:44]=[CH:45][CH:46]=[CH:47][C:27]=2[N:26]=1. (6) The yield is 0.550. The reactants are [C:1](/[C:3](=[CH:8]\[C:9]1[C:18]2[C:13](=[CH:14][CH:15]=[CH:16][CH:17]=2)[N:12]=[CH:11][CH:10]=1)/[C:4]([O:6][CH3:7])=[O:5])#[N:2].[CH3:19][O:20][C:21]1[CH:26]=[CH:25][CH:24]=[CH:23][C:22]=1[Mg]Br. The product is [C:1]([CH:3]([CH:8]([C:22]1[CH:23]=[CH:24][CH:25]=[CH:26][C:21]=1[O:20][CH3:19])[C:9]1[C:18]2[C:13](=[CH:14][CH:15]=[CH:16][CH:17]=2)[N:12]=[CH:11][CH:10]=1)[C:4]([O:6][CH3:7])=[O:5])#[N:2]. The catalyst is C1COCC1.